This data is from Reaction yield outcomes from USPTO patents with 853,638 reactions. The task is: Predict the reaction yield, written as a fraction of the theoretical maximum amount of product (1.0 means a 100% yield; for example, 0.34 means a 34% yield). (1) The reactants are [Cl:1][C:2]1[CH:7]=[C:6]([Cl:8])[CH:5]=[CH:4][C:3]=1[CH:9]1[S:15][CH2:14][C:13](=[O:16])[NH:12][C:11]2[N:17]([CH3:26])[N:18]=[C:19]([C:20]3[CH:25]=[CH:24][CH:23]=[CH:22][N:21]=3)[C:10]1=2.C(=O)([O-])[O-].[Cs+].[Cs+].[I-].[Na+].Br[CH2:36][C:37]([O:39][CH3:40])=[O:38]. The catalyst is CN(C=O)C. The product is [Cl:1][C:2]1[CH:7]=[C:6]([Cl:8])[CH:5]=[CH:4][C:3]=1[CH:9]1[S:15][CH2:14][C:13](=[O:16])[N:12]([CH2:36][C:37]([O:39][CH3:40])=[O:38])[C:11]2[N:17]([CH3:26])[N:18]=[C:19]([C:20]3[CH:25]=[CH:24][CH:23]=[CH:22][N:21]=3)[C:10]1=2. The yield is 0.280. (2) The reactants are C(O[C:6](=O)[N:7]([CH2:9][C:10]1[CH:14]=[C:13]([C:15]2[C:20]([O:21][CH3:22])=[CH:19][CH:18]=[CH:17][C:16]=2[F:23])[N:12]([S:24]([C:27]2[CH:28]=[N:29][CH:30]=[CH:31][CH:32]=2)(=[O:26])=[O:25])[CH:11]=1)C)(C)(C)C.[C:34]([O:37]CC)(=[O:36])[CH3:35].Cl.C[OH:42]. No catalyst specified. The product is [C:20]([OH:21])(=[O:42])/[CH:15]=[CH:35]/[C:34]([OH:37])=[O:36].[F:23][C:16]1[CH:17]=[CH:18][CH:19]=[C:20]([O:21][CH3:22])[C:15]=1[C:13]1[N:12]([S:24]([C:27]2[CH:28]=[N:29][CH:30]=[CH:31][CH:32]=2)(=[O:26])=[O:25])[CH:11]=[C:10]([CH2:9][NH:7][CH3:6])[CH:14]=1. The yield is 0.510. (3) The product is [Cl:1][CH2:2][C:3]1[CH:4]=[CH:5][C:6]([C:9]2[C:13]([C:14]([OH:16])=[O:15])=[CH:12][O:11][N:10]=2)=[CH:7][CH:8]=1. The yield is 1.00. The reactants are [Cl:1][CH2:2][C:3]1[CH:8]=[CH:7][C:6]([C:9]2[C:13]([C:14]([O:16]C)=[O:15])=[CH:12][O:11][N:10]=2)=[CH:5][CH:4]=1.O.[OH-].[Li+]. The catalyst is C1COCC1.O. (4) The yield is 0.660. The catalyst is C(#N)C. The reactants are [CH2:1]1[CH2:11][O:10][C:3]2([C:7]3([CH2:9][CH2:8]3)[CH2:6][NH:5][CH2:4]2)[O:2]1.[F:12][C:13]1[CH:14]=[C:15]([N+:21]([O-:23])=[O:22])[CH:16]=[C:17]([F:20])[C:18]=1F. The product is [F:12][C:13]1[CH:14]=[C:15]([N+:21]([O-:23])=[O:22])[CH:16]=[C:17]([F:20])[C:18]=1[N:5]1[CH2:4][C:3]2([O:2][CH2:1][CH2:11][O:10]2)[C:7]2([CH2:8][CH2:9]2)[CH2:6]1.